From a dataset of Catalyst prediction with 721,799 reactions and 888 catalyst types from USPTO. Predict which catalyst facilitates the given reaction. (1) Reactant: [C:1]([C:4]1[C:22](=[O:23])[C@@:8]2([CH3:24])[C:9]3[C:15]([OH:16])=[CH:14][C:13]([O:17][CH3:18])=[C:12]([C:19]([NH2:21])=[O:20])[C:10]=3[O:11][C:7]2=[CH:6][C:5]=1[OH:25])(=[O:3])[CH3:2].[C:26]([O:29][C:30]1[CH:35]=[C:34]([CH3:36])[C:33]([CH:37]=O)=[C:32]([CH3:39])[CH:31]=1)(=[O:28])[CH3:27].C([SiH](CC)CC)C.FC(F)(F)C(O)=O. Product: [C:26]([O:29][C:30]1[CH:35]=[C:34]([CH3:36])[C:33]([CH2:37][NH:21][C:19]([C:12]2[C:10]3[O:11][C:7]4[C@@:8]([CH3:24])([C:22](=[O:23])[C:4]([C:1](=[O:3])[CH3:2])=[C:5]([OH:25])[CH:6]=4)[C:9]=3[C:15]([OH:16])=[CH:14][C:13]=2[O:17][CH3:18])=[O:20])=[C:32]([CH3:39])[CH:31]=1)(=[O:28])[CH3:27]. The catalyst class is: 10. (2) Reactant: [F:1][C:2]([F:25])([F:24])[C:3]1[CH:19]=[C:18]([C:20]([F:23])([F:22])[F:21])[CH:17]=[CH:16][C:4]=1[CH2:5][O:6][C:7]1[CH:14]=[CH:13][C:10]([CH:11]=O)=[CH:9][C:8]=1[Cl:15].[S:26]1[CH2:30][C:29](=[O:31])[NH:28][C:27]1=[O:32].N1CCCCC1. Product: [F:25][C:2]([F:1])([F:24])[C:3]1[CH:19]=[C:18]([C:20]([F:23])([F:22])[F:21])[CH:17]=[CH:16][C:4]=1[CH2:5][O:6][C:7]1[CH:14]=[CH:13][C:10](/[CH:11]=[C:30]2/[C:29](=[O:31])[NH:28][C:27](=[O:32])[S:26]/2)=[CH:9][C:8]=1[Cl:15]. The catalyst class is: 8.